The task is: Predict the reaction yield, written as a fraction of the theoretical maximum amount of product (1.0 means a 100% yield; for example, 0.34 means a 34% yield).. This data is from Reaction yield outcomes from USPTO patents with 853,638 reactions. (1) The product is [CH2:31]([CH:32]1[C:23]2[C:14]3=[C:15]([C:16](=[O:20])[N:17]([CH3:19])[CH:18]=[C:13]3[C:3]3[CH:4]=[C:5]([CH2:8][S:9]([CH3:12])(=[O:11])=[O:10])[CH:6]=[CH:7][C:2]=3[NH:1]1)[NH:21][CH:22]=2)[C:25]1[CH:30]=[CH:29][CH:28]=[CH:27][CH:26]=1. No catalyst specified. The reactants are [NH2:1][C:2]1[CH:7]=[CH:6][C:5]([CH2:8][S:9]([CH3:12])(=[O:11])=[O:10])=[CH:4][C:3]=1[C:13]1[C:14]2[CH:23]=[CH:22][NH:21][C:15]=2[C:16](=[O:20])[N:17]([CH3:19])[CH:18]=1.Cl.[C:25]1([CH2:31][CH:32]=O)[CH:30]=[CH:29][CH:28]=[CH:27][CH:26]=1. The yield is 0.170. (2) The reactants are [CH2:1]1[C:10]2[C:5](=[CH:6][CH:7]=[CH:8][CH:9]=2)[CH2:4][CH2:3][NH:2]1.[F-].[K+].[N+](C1C=C(S(O[CH2:26][C@H:27]2[CH2:29][O:28]2)(=O)=O)C=CC=1)([O-])=O. The catalyst is C1COCC1. The product is [O:28]1[CH2:29][C@@H:27]1[CH2:26][N:2]1[CH2:3][CH2:4][C:5]2[C:10](=[CH:9][CH:8]=[CH:7][CH:6]=2)[CH2:1]1. The yield is 0.800. (3) The reactants are [C:1]1([OH:11])[C:10]2[CH2:9][CH2:8][CH2:7][CH2:6][C:5]=2[CH:4]=[CH:3][CH:2]=1.CI.[C:14]([O-])([O-])=O.[K+].[K+]. The catalyst is CC(C)=O. The product is [CH3:14][O:11][C:1]1[CH:2]=[CH:3][CH:4]=[C:5]2[C:10]=1[CH2:9][CH2:8][CH2:7][CH2:6]2. The yield is 1.00. (4) The yield is 0.960. The reactants are [OH:1][C:2]1[CH:11]=[CH:10][C:5]([C:6]([NH:8][NH2:9])=[O:7])=[CH:4][CH:3]=1.[CH2:12]([C:14]1[S:18][C:17]([CH:19]=O)=[CH:16][CH:15]=1)[CH3:13]. The catalyst is C(O)(=O)C.CCO. The product is [CH2:12]([C:14]1[S:18][C:17]([CH:19]=[N:9][NH:8][C:6](=[O:7])[C:5]2[CH:10]=[CH:11][C:2]([OH:1])=[CH:3][CH:4]=2)=[CH:16][CH:15]=1)[CH3:13]. (5) The yield is 0.500. The catalyst is Cl[Pd]Cl.C1C=CC(P(C2C=CC=CC=2)[C-]2C=CC=C2)=CC=1.C1C=CC(P(C2C=CC=CC=2)[C-]2C=CC=C2)=CC=1.[Fe+2]. The product is [C:5]([C:4]1[CH:7]=[CH:8][C:9]([CH3:10])=[C:2]([CH:3]=1)[C:11]([O:12][CH3:17])=[O:14])#[N:6]. The reactants are Cl[C:2]1[CH:3]=[C:4]([CH:7]=[CH:8][C:9]=1[CH3:10])[C:5]#[N:6].[C:11](=[O:14])([O-])[O-:12].[Li+].[Li+].[CH3:17]O. (6) The reactants are [OH:1][C:2]1[C:11]2[C:6](=[CH:7][CH:8]=[CH:9][CH:10]=2)[N:5]=[CH:4][C:3]=1[C:12]([OH:14])=O.CN(C(ON1N=NC2C=CC=CC1=2)=[N+](C)C)C.F[P-](F)(F)(F)(F)F.CCN(C(C)C)C(C)C.[CH3:48][C:49]1[CH:54]=[CH:53][C:52]([N+:55]([O-])=O)=[CH:51][C:50]=1[NH2:58].O.O.Cl[Sn]Cl.C([O-])(O)=O.[Na+]. The catalyst is C1COCC1. The product is [NH2:55][C:52]1[CH:53]=[CH:54][C:49]([CH3:48])=[C:50]([NH:58][C:12]([C:3]2[C:2](=[O:1])[C:11]3[C:6](=[CH:7][CH:8]=[CH:9][CH:10]=3)[NH:5][CH:4]=2)=[O:14])[CH:51]=1. The yield is 0.0800. (7) The reactants are C[Si](C)(C)[O:3][C:4]([C:6]1[NH:7][CH:8]=[CH:9][CH:10]=1)=[CH2:5].[Br:13]N1C(=O)CCC1=O. The catalyst is C(Cl)Cl.C(OCC)(=O)C. The product is [Br:13][CH2:3][C:4]([C:6]1[NH:7][CH:8]=[CH:9][CH:10]=1)=[O:5]. The yield is 0.800. (8) The reactants are [Br:1][CH2:2][C:3]1[CH:12]=[CH:11][C:10]2[C:5](=[CH:6][CH:7]=[CH:8][CH:9]=2)[CH:4]=1.[NH2:13][C:14](=[S:24])[CH2:15][P:16](=[O:23])([O:20][CH2:21][CH3:22])[O:17][CH2:18][CH3:19]. The catalyst is C(Cl)(Cl)Cl. The product is [BrH:1].[CH2:18]([O:17][P:16]([CH2:15][C:14](=[NH:13])[S:24][CH2:2][C:3]1[CH:12]=[CH:11][C:10]2[C:5](=[CH:6][CH:7]=[CH:8][CH:9]=2)[CH:4]=1)([O:20][CH2:21][CH3:22])=[O:23])[CH3:19]. The yield is 0.770.